From a dataset of Reaction yield outcomes from USPTO patents with 853,638 reactions. Predict the reaction yield, written as a fraction of the theoretical maximum amount of product (1.0 means a 100% yield; for example, 0.34 means a 34% yield). The reactants are [N+:1]([C:4]1[CH:9]=[CH:8][C:7]([CH2:10][CH2:11][CH2:12][C:13]([O:15][CH3:16])=[O:14])=[CH:6][CH:5]=1)([O-])=O. The catalyst is CO.[Pd]. The product is [NH2:1][C:4]1[CH:5]=[CH:6][C:7]([CH2:10][CH2:11][CH2:12][C:13]([O:15][CH3:16])=[O:14])=[CH:8][CH:9]=1. The yield is 0.880.